From a dataset of Forward reaction prediction with 1.9M reactions from USPTO patents (1976-2016). Predict the product of the given reaction. (1) Given the reactants [Cl:1][C:2]1[CH:7]=[CH:6][C:5]([C:8]2[CH:9]=[C:10]([C:20](O)=[O:21])[N:11]=[N:12][C:13]=2[O:14][CH2:15][C:16]([F:19])([F:18])[F:17])=[CH:4][CH:3]=1.[CH:23]1([C:26]2[CH:30]=[C:29]([CH2:31][NH2:32])[O:28][N:27]=2)[CH2:25][CH2:24]1, predict the reaction product. The product is: [CH:23]1([C:26]2[CH:30]=[C:29]([CH2:31][NH:32][C:20]([C:10]3[N:11]=[N:12][C:13]([O:14][CH2:15][C:16]([F:19])([F:17])[F:18])=[C:8]([C:5]4[CH:6]=[CH:7][C:2]([Cl:1])=[CH:3][CH:4]=4)[CH:9]=3)=[O:21])[O:28][N:27]=2)[CH2:25][CH2:24]1. (2) Given the reactants [O:1]=[C:2]1[NH:6][C:5](=[O:7])[C:4](=[CH:8][C:9]2[CH:14]=[CH:13][C:12]([C:15]3[CH:20]=[CH:19][CH:18]=[C:17]([CH2:21][N:22]([CH3:32])[C:23](=[O:31])[CH2:24][CH2:25][CH2:26][CH2:27][CH2:28][CH2:29][CH3:30])[CH:16]=3)=[CH:11][CH:10]=2)[S:3]1, predict the reaction product. The product is: [O:1]=[C:2]1[NH:6][C:5](=[O:7])[CH:4]([CH2:8][C:9]2[CH:14]=[CH:13][C:12]([C:15]3[CH:20]=[CH:19][CH:18]=[C:17]([CH2:21][N:22]([CH3:32])[C:23](=[O:31])[CH2:24][CH2:25][CH2:26][CH2:27][CH2:28][CH2:29][CH3:30])[CH:16]=3)=[CH:11][CH:10]=2)[S:3]1. (3) Given the reactants [C:1]([C:3]1[CH:4]=[C:5]([CH:25]=[CH:26][CH:27]=1)[C:6]([NH:8][C:9]1[CH:10]=[C:11]2[C:15](=[CH:16][CH:17]=1)[N:14]([CH3:18])[CH:13]=[C:12]2[CH:19]1[CH2:24][CH2:23][NH:22][CH2:21][CH2:20]1)=[O:7])#[N:2].[F:28][C:29]([F:37])([F:36])[C@H:30]([OH:35])[CH2:31][C:32](O)=[O:33].CN(CCCN=C=N)C.ON1C2C=CC=CC=2N=N1.C(N(CC)CC)C, predict the reaction product. The product is: [C:1]([C:3]1[CH:4]=[C:5]([CH:25]=[CH:26][CH:27]=1)[C:6]([NH:8][C:9]1[CH:10]=[C:11]2[C:15](=[CH:16][CH:17]=1)[N:14]([CH3:18])[CH:13]=[C:12]2[CH:19]1[CH2:24][CH2:23][N:22]([C:32](=[O:33])[CH2:31][C@@H:30]([OH:35])[C:29]([F:37])([F:36])[F:28])[CH2:21][CH2:20]1)=[O:7])#[N:2]. (4) Given the reactants [F:1][C:2]1[CH:7]=[CH:6][C:5]([S:8]([N:11]2[C:15]([C:16]3[CH:21]=[CH:20][C:19]([O:22][CH3:23])=[CH:18][CH:17]=3)=[CH:14][C:13]([CH:24]=O)=[CH:12]2)(=[O:10])=[O:9])=[CH:4][CH:3]=1.[Cl-].C[NH3+].[C:29]([BH3-])#[N:30].[Na+], predict the reaction product. The product is: [F:1][C:2]1[CH:7]=[CH:6][C:5]([S:8]([N:11]2[C:15]([C:16]3[CH:21]=[CH:20][C:19]([O:22][CH3:23])=[CH:18][CH:17]=3)=[CH:14][C:13]([CH2:24][NH:30][CH3:29])=[CH:12]2)(=[O:10])=[O:9])=[CH:4][CH:3]=1.